This data is from Full USPTO retrosynthesis dataset with 1.9M reactions from patents (1976-2016). The task is: Predict the reactants needed to synthesize the given product. (1) Given the product [CH2:1]([C:3]1([C:33]([OH:35])=[O:34])[CH2:8][CH2:7][N:6]([C:9]2[N:10]=[CH:11][C:12]([C:15]3[CH:16]=[C:17]([CH2:30][O:31][CH3:32])[C:18]4[S:22][C:21]([NH:23][C:24](=[O:28])[NH:25][CH2:26][CH3:27])=[N:20][C:19]=4[CH:29]=3)=[CH:13][N:14]=2)[CH2:5][CH2:4]1)[CH3:2], predict the reactants needed to synthesize it. The reactants are: [CH2:1]([C:3]1([C:33]([O:35]CC)=[O:34])[CH2:8][CH2:7][N:6]([C:9]2[N:14]=[CH:13][C:12]([C:15]3[CH:16]=[C:17]([CH2:30][O:31][CH3:32])[C:18]4[S:22][C:21]([NH:23][C:24](=[O:28])[NH:25][CH2:26][CH3:27])=[N:20][C:19]=4[CH:29]=3)=[CH:11][N:10]=2)[CH2:5][CH2:4]1)[CH3:2].[OH-].[Na+]. (2) Given the product [CH3:23][C:24]1[S:25][C:26]([C:32]2[CH:33]=[C:34]([CH3:38])[CH:35]=[CH:36][CH:37]=2)=[C:27]([C:29]([N:3]2[CH2:4][C@H:5]3[C@H:1]([CH2:8][CH2:7][CH2:6]3)[C@H:2]2[CH2:9][NH:10][C:11]([C:13]2[C:22]3[O:21][CH2:20][CH2:19][O:18][C:17]=3[CH:16]=[CH:15][CH:14]=2)=[O:12])=[O:30])[N:28]=1, predict the reactants needed to synthesize it. The reactants are: [C@H:1]12[CH2:8][CH2:7][CH2:6][C@H:5]1[CH2:4][NH:3][C@@H:2]2[CH2:9][NH:10][C:11]([C:13]1[C:22]2[O:21][CH2:20][CH2:19][O:18][C:17]=2[CH:16]=[CH:15][CH:14]=1)=[O:12].[CH3:23][C:24]1[S:25][C:26]([C:32]2[CH:33]=[C:34]([CH3:38])[CH:35]=[CH:36][CH:37]=2)=[C:27]([C:29](O)=[O:30])[N:28]=1. (3) Given the product [Br:1][C:2]1[CH:3]=[CH:4][C:5]2[N:9]=[N:8][N:7]([CH2:10][C:11]3[CH:12]=[CH:13][C:14]4[N:15]([CH:17]=[C:18]([C:20]([OH:22])=[O:21])[N:19]=4)[N:16]=3)[C:6]=2[CH:25]=1, predict the reactants needed to synthesize it. The reactants are: [Br:1][C:2]1[CH:3]=[CH:4][C:5]2[N:9]=[N:8][N:7]([CH2:10][C:11]3[CH:12]=[CH:13][C:14]4[N:15]([CH:17]=[C:18]([C:20]([O:22]CC)=[O:21])[N:19]=4)[N:16]=3)[C:6]=2[CH:25]=1.[Li+].[OH-]. (4) Given the product [OH:1][C@:2]1([CH2:9][NH:10][C:11]([C:13]2[C:14]3[CH:15]=[CH:16][C:17]([N:27]4[CH2:28][CH2:30][CH:33]([OH:34])[C@@H:31]4[CH3:32])=[N:18][C:19]=3[CH:20]=[CH:21][C:22]=2[Cl:23])=[O:12])[CH2:7][CH2:6][CH2:5][C@@H:4]([CH3:8])[CH2:3]1, predict the reactants needed to synthesize it. The reactants are: [OH:1][C@:2]1([CH2:9][NH:10][C:11]([C:13]2[C:14]3[CH:15]=[CH:16][C:17](Cl)=[N:18][C:19]=3[CH:20]=[CH:21][C:22]=2[Cl:23])=[O:12])[CH2:7][CH2:6][CH2:5][C@@H:4]([CH3:8])[CH2:3]1.CC[N:27]([CH:31]([CH3:33])[CH3:32])[CH:28]([CH3:30])C.[OH:34]C[C@H]1CCNC1.